Dataset: Forward reaction prediction with 1.9M reactions from USPTO patents (1976-2016). Task: Predict the product of the given reaction. (1) Given the reactants C1(C2[N:8]=[C:7]([C:9]3[C:10]4[CH2:28]CCC[C:11]=4[S:12][C:13]=3[NH:14]C(N3CCC[C@@H]3C(O)=O)=O)ON=2)CC1.[C:29]1(=O)[CH2:34][CH2:33][CH2:32][CH2:31][CH2:30]1.CC1N=C(CC#N)SC=1, predict the reaction product. The product is: [C:29]1(=[C:9]([C:13]2[S:12][CH:11]=[C:10]([CH3:28])[N:14]=2)[C:7]#[N:8])[CH2:34][CH2:33][CH2:32][CH2:31][CH2:30]1. (2) Given the reactants Br[C:2]1[CH:3]=[C:4]([C@H:9]2[CH2:13][O:12][C:11]([CH3:15])([CH3:14])[N:10]2[C:16]([O:18][C:19]([CH3:22])([CH3:21])[CH3:20])=[O:17])[CH:5]=[C:6]([F:8])[CH:7]=1.CCN(C(C)C)C(C)C.[CH3:32][S-:33].[Na+].CCOC(C)=O, predict the reaction product. The product is: [F:8][C:6]1[CH:5]=[C:4]([C@H:9]2[CH2:13][O:12][C:11]([CH3:15])([CH3:14])[N:10]2[C:16]([O:18][C:19]([CH3:22])([CH3:21])[CH3:20])=[O:17])[CH:3]=[C:2]([S:33][CH3:32])[CH:7]=1. (3) Given the reactants [OH-].[Na+].[CH:3]1([NH:6][CH:7]([CH2:42][CH3:43])[CH2:8][CH2:9][O:10][C:11]2[CH:16]=[CH:15][C:14]([C:17]3[CH:22]=[CH:21][C:20]([C:23]([O:25]CC)=[O:24])=[CH:19][CH:18]=3)=[CH:13][C:12]=2[C:28]2[CH:37]=[CH:36][C:35]3[C:34]([CH3:39])([CH3:38])[CH2:33][CH2:32][C:31]([CH3:41])([CH3:40])[C:30]=3[CH:29]=2)[CH2:5][CH2:4]1, predict the reaction product. The product is: [CH:3]1([NH:6][CH:7]([CH2:42][CH3:43])[CH2:8][CH2:9][O:10][C:11]2[CH:16]=[CH:15][C:14]([C:17]3[CH:22]=[CH:21][C:20]([C:23]([OH:25])=[O:24])=[CH:19][CH:18]=3)=[CH:13][C:12]=2[C:28]2[CH:37]=[CH:36][C:35]3[C:34]([CH3:38])([CH3:39])[CH2:33][CH2:32][C:31]([CH3:41])([CH3:40])[C:30]=3[CH:29]=2)[CH2:5][CH2:4]1. (4) Given the reactants [C:1]([C:3]1[CH:4]=[CH:5][C:6]2[O:11][CH:10]([C:12]([OH:14])=O)[CH2:9][N:8]([C:15]([O:17][CH2:18][CH3:19])=[O:16])[C:7]=2[CH:20]=1)#[N:2].C(=O)([O-])OC[C:24]1[CH:29]=[C:28]([NH2:30])[C:27]([Br:31])=[CH:26][C:25]=1[CH:32]1[CH2:36][CH2:35][CH2:34][CH2:33]1.N1C=CC=CC=1.C(P1(=O)OP(CCC)(=O)OP(CCC)(=O)[O:49]1)CC.[C:63]([O:66][CH2:67]C)(=[O:65])C, predict the reaction product. The product is: [Br:31][C:27]1[CH:26]=[C:25]([CH:32]2[CH2:33][CH2:34][CH2:35][CH2:36]2)[C:24]([O:65][C:63]([O:66][CH3:67])=[O:49])=[CH:29][C:28]=1[NH:30][C:12]([CH:10]1[O:11][C:6]2[CH:5]=[CH:4][C:3]([C:1]#[N:2])=[CH:20][C:7]=2[N:8]([C:15]([O:17][CH2:18][CH3:19])=[O:16])[CH2:9]1)=[O:14]. (5) Given the reactants [Br:1][C:2]1[CH:10]=[C:9]2[C:5]([CH:6]=[C:7]([C:11]3[CH:16]=[CH:15][CH:14]=[CH:13][C:12]=3[Cl:17])[NH:8]2)=[CH:4][CH:3]=1.Br[CH2:19][C:20]1[N:25]=[C:24]([NH:26][C:27](=[O:32])[C:28]([CH3:31])([CH3:30])[CH3:29])[CH:23]=[CH:22][CH:21]=1, predict the reaction product. The product is: [Br:1][C:2]1[CH:10]=[C:9]2[C:5]([CH:6]=[C:7]([C:11]3[CH:16]=[CH:15][CH:14]=[CH:13][C:12]=3[Cl:17])[N:8]2[CH2:19][C:20]2[N:25]=[C:24]([NH:26][C:27](=[O:32])[C:28]([CH3:30])([CH3:29])[CH3:31])[CH:23]=[CH:22][CH:21]=2)=[CH:4][CH:3]=1.